This data is from Forward reaction prediction with 1.9M reactions from USPTO patents (1976-2016). The task is: Predict the product of the given reaction. The product is: [C:1]([NH:9][C:10]1[CH:15]=[CH:14][N:13]([C@@H:16]2[S:25][C@H:24]([CH2:26][OH:27])[C@@H:19]([O:20][C:21](=[O:23])[CH3:22])[C@@:17]2([C:49](=[O:51])[CH3:50])[OH:18])[C:12](=[O:52])[N:11]=1)(=[O:8])[C:2]1[CH:7]=[CH:6][CH:5]=[CH:4][CH:3]=1. Given the reactants [C:1]([NH:9][C:10]1[CH:15]=[CH:14][N:13]([C@@H:16]2[S:25][C@H:24]([CH2:26][O:27]C(C3C=CC=CC=3)(C3C=CC=CC=3)C3C=CC(OC)=CC=3)[C@@H:19]([O:20][C:21](=[O:23])[CH3:22])[C@@:17]2([C:49](=[O:51])[CH3:50])[OH:18])[C:12](=[O:52])[N:11]=1)(=[O:8])[C:2]1[CH:7]=[CH:6][CH:5]=[CH:4][CH:3]=1.C(=O)([O-])O.[Na+], predict the reaction product.